From a dataset of Reaction yield outcomes from USPTO patents with 853,638 reactions. Predict the reaction yield, written as a fraction of the theoretical maximum amount of product (1.0 means a 100% yield; for example, 0.34 means a 34% yield). (1) The reactants are [Mg].C([O:7][CH2:8][CH2:9][CH2:10][CH2:11]Br)(=O)C(C)=C.[CH:13]12[CH2:22]C3CC(C[CH:15]([CH2:16]3)[C:14]1=O)[CH2:20]2. No catalyst specified. The product is [C:8]12([OH:7])[CH2:9][CH:10]3[CH2:11][CH:15]([CH2:14][CH:13]([CH2:22]3)[CH2:20]1)[CH2:16]2. The yield is 0.400. (2) The reactants are [Cl:1][C:2]1[CH:7]=[CH:6][C:5](B(O)O)=[CH:4][CH:3]=1.[C:11]([NH:18][CH2:19][CH2:20][C:21]1[CH:26]=[CH:25][C:24]([OH:27])=[CH:23][CH:22]=1)([O:13][C:14]([CH3:17])([CH3:16])[CH3:15])=[O:12].N1C=CC=CC=1. The catalyst is C(Cl)Cl. The product is [C:14]([O:13][C:11](=[O:12])[NH:18][CH2:19][CH2:20][C:21]1[CH:26]=[CH:25][C:24]([O:27][C:5]2[CH:6]=[CH:7][C:2]([Cl:1])=[CH:3][CH:4]=2)=[CH:23][CH:22]=1)([CH3:17])([CH3:15])[CH3:16]. The yield is 0.681. (3) The reactants are [OH2:1].[C:2]([C:4]([O:6][CH2:7][CH3:8])=[O:5])#[N:3].Cl.[NH2:10]O.C(=O)([O-])[O-].[Na+].[Na+]. The catalyst is C(O)C. The product is [NH2:3]/[C:2](=[N:10]\[OH:1])/[C:4]([O:6][CH2:7][CH3:8])=[O:5]. The yield is 0.900. (4) The reactants are [CH3:1][O:2][C:3]1[CH:4]=[C:5]2[C:10](=[CH:11][C:12]=1[O:13][CH3:14])[N:9]=[CH:8][CH:7]=[C:6]2[O:15][C:16]1[CH:21]=[CH:20][C:19]([NH:22][C:23](=O)[CH2:24][O:25][C:26]2[C:31]([F:32])=[CH:30][CH:29]=[CH:28][C:27]=2[F:33])=[CH:18][CH:17]=1.Cl.[OH-].[Na+]. The catalyst is O1CCCC1. The product is [F:33][C:27]1[CH:28]=[CH:29][CH:30]=[C:31]([F:32])[C:26]=1[O:25][CH2:24][CH2:23][NH:22][C:19]1[CH:20]=[CH:21][C:16]([O:15][C:6]2[C:5]3[C:10](=[CH:11][C:12]([O:13][CH3:14])=[C:3]([O:2][CH3:1])[CH:4]=3)[N:9]=[CH:8][CH:7]=2)=[CH:17][CH:18]=1. The yield is 0.800. (5) The reactants are [NH2:1][C:2]1[C:7]([F:8])=[C:6]([C:9]2[CH:14]=[CH:13][C:12]([CH:15]=O)=[CH:11][CH:10]=2)[N:5]=[C:4]([C:17]([O:19][CH3:20])=[O:18])[C:3]=1[O:21][CH3:22].[C:23]([O-])([O-])=O.[K+].[K+].CO.[N+](=C(P(=O)(OC)OC)C(=O)C)=[N-]. The catalyst is CCOCC. The product is [NH2:1][C:2]1[C:7]([F:8])=[C:6]([C:9]2[CH:14]=[CH:13][C:12]([C:15]#[CH:23])=[CH:11][CH:10]=2)[N:5]=[C:4]([C:17]([O:19][CH3:20])=[O:18])[C:3]=1[O:21][CH3:22]. The yield is 0.730. (6) The reactants are [C:1]([C:3]1[CH:4]=[C:5]([NH:9][C:10](=[O:33])[NH:11][C:12]2[CH:17]=[CH:16][C:15]([S:18]([NH:21][CH2:22][C:23]3[CH:28]=[CH:27][C:26]([S:29](=[O:32])(=[O:31])[NH2:30])=[CH:25][CH:24]=3)(=[O:20])=[O:19])=[CH:14][CH:13]=2)[CH:6]=[CH:7][CH:8]=1)#[N:2].[CH2:34]([N:37]1[CH2:42][CH2:41][NH:40][CH2:39][CH2:38]1)[CH2:35][CH3:36]. No catalyst specified. The product is [NH:2]=[C:1]([N:40]1[CH2:41][CH2:42][N:37]([CH2:34][CH2:35][CH3:36])[CH2:38][CH2:39]1)[C:3]1[CH:4]=[C:5]([NH:9][C:10](=[O:33])[NH:11][C:12]2[CH:17]=[CH:16][C:15]([S:18]([NH:21][CH2:22][C:23]3[CH:28]=[CH:27][C:26]([S:29](=[O:32])(=[O:31])[NH2:30])=[CH:25][CH:24]=3)(=[O:20])=[O:19])=[CH:14][CH:13]=2)[CH:6]=[CH:7][CH:8]=1. The yield is 0.300. (7) The reactants are C(N(CC)CC)C.Cl[C:9]1[NH:18][C:17](=[O:19])[C:16]2[C:11](=[CH:12][CH:13]=[CH:14][CH:15]=2)[N:10]=1.Cl.Cl.[C:22]1([C:28]2[CH2:29][CH2:30][N:31]([CH2:34][CH2:35][NH2:36])[CH2:32][CH:33]=2)[CH:27]=[CH:26][CH:25]=[CH:24][CH:23]=1. The catalyst is CN(C)C=O. The product is [C:22]1([C:28]2[CH2:33][CH2:32][N:31]([CH2:34][CH2:35][NH:36][C:9]3[NH:18][C:17](=[O:19])[C:16]4[C:11](=[CH:12][CH:13]=[CH:14][CH:15]=4)[N:10]=3)[CH2:30][CH:29]=2)[CH:23]=[CH:24][CH:25]=[CH:26][CH:27]=1. The yield is 0.396. (8) The reactants are [F:1][CH:2]([F:17])[C:3]1[S:4][CH:5]=[C:6]([C:8]2[C:12]3[CH2:13][NH:14][CH2:15][CH2:16][C:11]=3[NH:10][N:9]=2)[N:7]=1.[Cl:18][C:19]1[CH:20]=[C:21]([NH:25][C:26](=O)[O:27]C2C=CC=CC=2)[CH:22]=[CH:23][CH:24]=1. The catalyst is C(Cl)Cl. The product is [Cl:18][C:19]1[CH:20]=[C:21]([NH:25][C:26]([N:14]2[CH2:15][CH2:16][C:11]3[NH:10][N:9]=[C:8]([C:6]4[N:7]=[C:3]([CH:2]([F:1])[F:17])[S:4][CH:5]=4)[C:12]=3[CH2:13]2)=[O:27])[CH:22]=[CH:23][CH:24]=1. The yield is 0.185.